Dataset: Catalyst prediction with 721,799 reactions and 888 catalyst types from USPTO. Task: Predict which catalyst facilitates the given reaction. (1) Reactant: [OH:1][C@H:2]1[C@@H:6]([OH:7])[CH2:5][N:4]([C:8]([O:10][C:11]([CH3:14])([CH3:13])[CH3:12])=[O:9])[CH2:3]1.[H-].[Na+].Br[CH2:18]Br. Product: [O:1]1[CH:2]2[CH2:3][N:4]([C:8]([O:10][C:11]([CH3:14])([CH3:13])[CH3:12])=[O:9])[CH2:5][CH:6]2[O:7][CH2:18]1. The catalyst class is: 3. (2) Reactant: [CH3:1][O:2][C:3](=[O:16])[C:4]1[CH:9]=[C:8]([N+:10]([O-:12])=[O:11])[C:7]([NH:13][CH3:14])=[CH:6][C:5]=1F.[CH2:17]([NH:19][CH2:20][CH3:21])[CH3:18]. The catalyst class is: 3. Product: [CH3:1][O:2][C:3](=[O:16])[C:4]1[CH:9]=[C:8]([N+:10]([O-:12])=[O:11])[C:7]([NH:13][CH3:14])=[CH:6][C:5]=1[N:19]([CH2:20][CH3:21])[CH2:17][CH3:18]. (3) Reactant: [OH:1][CH2:2][CH2:3][O:4][C:5]1[N:10]=[CH:9][N:8]=[C:7]([NH:11][S:12]([CH2:15][CH2:16][CH3:17])(=[O:14])=[O:13])[C:6]=1[C:18]1[CH:23]=[CH:22][C:21]([CH3:24])=[CH:20][CH:19]=1.[H-].[Na+].Cl[C:28]1[N:33]=[CH:32][C:31]([Br:34])=[CH:30][N:29]=1.C(O)(=O)CC(CC(O)=O)(C(O)=O)O. Product: [Br:34][C:31]1[CH:30]=[N:29][C:28]([O:1][CH2:2][CH2:3][O:4][C:5]2[N:10]=[CH:9][N:8]=[C:7]([NH:11][S:12]([CH2:15][CH2:16][CH3:17])(=[O:13])=[O:14])[C:6]=2[C:18]2[CH:23]=[CH:22][C:21]([CH3:24])=[CH:20][CH:19]=2)=[N:33][CH:32]=1. The catalyst class is: 1. (4) Reactant: [N:1]1[N:2]([C:6]2[CH:23]=[CH:22][CH:21]=[CH:20][C:7]=2[C:8]([N:10]2[C@H:15]([CH3:16])[CH2:14][CH2:13][C@@H:12]([C:17](=[O:19])[CH3:18])[CH2:11]2)=[O:9])[N:3]=[CH:4][CH:5]=1.[Br:24]Br.O. Product: [N:1]1[N:2]([C:6]2[CH:23]=[CH:22][CH:21]=[CH:20][C:7]=2[C:8]([N:10]2[C@H:15]([CH3:16])[CH2:14][CH2:13][C@@H:12]([C:17](=[O:19])[CH2:18][Br:24])[CH2:11]2)=[O:9])[N:3]=[CH:4][CH:5]=1. The catalyst class is: 5. (5) Reactant: [CH3:1][O:2][C:3](=[O:15])[CH:4]([OH:14])[C:5]1[CH:10]=[CH:9][CH:8]=[C:7]([N+:11]([O-])=O)[CH:6]=1.[C:16](O[C:16]([O:18][C:19]([CH3:22])([CH3:21])[CH3:20])=[O:17])([O:18][C:19]([CH3:22])([CH3:21])[CH3:20])=[O:17]. Product: [CH3:1][O:2][C:3](=[O:15])[CH:4]([OH:14])[C:5]1[CH:10]=[CH:9][CH:8]=[C:7]([NH:11][C:16]([O:18][C:19]([CH3:22])([CH3:21])[CH3:20])=[O:17])[CH:6]=1. The catalyst class is: 19. (6) Reactant: Cl.[NH2:2][CH2:3][CH2:4][S:5][S:6][CH2:7][CH2:8][NH:9][C:10](=[O:18])[C:11]1[CH:16]=[CH:15][CH:14]=[CH:13][C:12]=1[OH:17].[CH2:19]1[C@@H:23]([CH2:24][CH2:25][CH2:26][CH2:27][C:28](O)=[O:29])[S:22][S:21][CH2:20]1.CN(C(ON1N=NC2C=CC=NC1=2)=[N+](C)C)C.F[P-](F)(F)(F)(F)F.CCN(C(C)C)C(C)C. Product: [S:21]1[CH2:20][CH2:19][C@H:23]([CH2:24][CH2:25][CH2:26][CH2:27][C:28]([NH:2][CH2:3][CH2:4][S:5][S:6][CH2:7][CH2:8][NH:9][C:10](=[O:18])[C:11]2[CH:16]=[CH:15][CH:14]=[CH:13][C:12]=2[OH:17])=[O:29])[S:22]1. The catalyst class is: 31. (7) Reactant: [C:1]([C:3]1[C:4]([NH:32][C:33]2[C:34]([CH3:42])=[C:35]3[C:39](=[CH:40][CH:41]=2)[NH:38][CH:37]=[CH:36]3)=[C:5]([C:9]2[O:10][C:11]3[CH:17]=[CH:16][C:15]([CH2:18][N:19]4[CH2:24][CH2:23][N:22](C(OC(C)(C)C)=O)[CH2:21][CH2:20]4)=[CH:14][C:12]=3[CH:13]=2)[CH:6]=[N:7][CH:8]=1)#[N:2]. Product: [CH3:42][C:34]1[C:33]([NH:32][C:4]2[C:3]([C:1]#[N:2])=[CH:8][N:7]=[CH:6][C:5]=2[C:9]2[O:10][C:11]3[CH:17]=[CH:16][C:15]([CH2:18][N:19]4[CH2:24][CH2:23][NH:22][CH2:21][CH2:20]4)=[CH:14][C:12]=3[CH:13]=2)=[CH:41][CH:40]=[C:39]2[C:35]=1[CH:36]=[CH:37][NH:38]2. The catalyst class is: 617. (8) Reactant: [Si:1]([Cl:5])(Cl)([Cl:3])[Cl:2].C1COCC1.[CH2:11]([CH:13]([CH2:17][CH2:18][CH2:19][CH3:20])[CH2:14][Mg]Br)[CH3:12]. Product: [Cl:2][Si:1]([Cl:5])([Cl:3])[CH2:14][CH:13]([CH2:11][CH3:12])[CH2:17][CH2:18][CH2:19][CH3:20]. The catalyst class is: 28.